Task: Predict which catalyst facilitates the given reaction.. Dataset: Catalyst prediction with 721,799 reactions and 888 catalyst types from USPTO (1) Reactant: [Br:1][C:2]1[CH:7]=[CH:6][C:5]([N:8]=[C:9]=[O:10])=[CH:4][CH:3]=1.[OH:11][CH:12]1[CH2:17][CH2:16][CH2:15][N:14]([C:18]([O:20][C:21]([CH3:24])([CH3:23])[CH3:22])=[O:19])[CH2:13]1. Product: [Br:1][C:2]1[CH:7]=[CH:6][C:5]([NH:8][C:9]([O:11][CH:12]2[CH2:17][CH2:16][CH2:15][N:14]([C:18]([O:20][C:21]([CH3:24])([CH3:23])[CH3:22])=[O:19])[CH2:13]2)=[O:10])=[CH:4][CH:3]=1. The catalyst class is: 11. (2) The catalyst class is: 16. Reactant: OO.[Br:3][C:4]1[CH:9]=[CH:8][C:7]([C:10]2([C:18]#[N:19])[CH2:13][C:12]([O:16][CH3:17])([O:14][CH3:15])[CH2:11]2)=[CH:6][CH:5]=1.C(=O)([O-])[O-:21].[K+].[K+].O. Product: [Br:3][C:4]1[CH:5]=[CH:6][C:7]([C:10]2([C:18]([NH2:19])=[O:21])[CH2:13][C:12]([O:14][CH3:15])([O:16][CH3:17])[CH2:11]2)=[CH:8][CH:9]=1. (3) Reactant: Br[C:2]1[CH:3]=[C:4]2[C:9]([NH:10][C@@H:11]3[CH2:16][CH2:15][N:14]([C:17]([O:19][C:20]([CH3:23])([CH3:22])[CH3:21])=[O:18])[CH2:13][C@H:12]3[CH2:24][CH3:25])=[C:8]([C:26](=[O:28])[NH2:27])[CH:7]=[N:6][N:5]2[CH:29]=1.[CH3:30][N:31]1[CH:35]=[C:34](B2OC(C)(C)C(C)(C)O2)[CH:33]=[N:32]1.P([O-])([O-])([O-])=O.[K+].[K+].[K+]. Product: [C:26]([C:8]1[CH:7]=[N:6][N:5]2[CH:29]=[C:2]([C:34]3[CH:33]=[N:32][N:31]([CH3:30])[CH:35]=3)[CH:3]=[C:4]2[C:9]=1[NH:10][C@@H:11]1[CH2:16][CH2:15][N:14]([C:17]([O:19][C:20]([CH3:23])([CH3:21])[CH3:22])=[O:18])[CH2:13][C@H:12]1[CH2:24][CH3:25])(=[O:28])[NH2:27]. The catalyst class is: 819. (4) Reactant: [CH3:1][N:2]1[CH:6]=[C:5]([C:7]2[NH:11][C:10]3[C:12]([C:34]#[N:35])=[CH:13][CH:14]=[C:15]([C:16]4[CH:21]=[CH:20][CH:19]=[C:18]([N:22]5[C:31](=[O:32])[C:30]6[C:25](=[CH:26][CH:27]=[CH:28][CH:29]=6)[N:24]=[CH:23]5)[C:17]=4[CH3:33])[C:9]=3[N:8]=2)[CH:4]=[N:3]1.C([OH:40])CCC.[OH-].[Na+].OO. Product: [CH3:1][N:2]1[CH:6]=[C:5]([C:7]2[NH:11][C:10]3[C:12]([C:34]([NH2:35])=[O:40])=[CH:13][CH:14]=[C:15]([C:16]4[CH:21]=[CH:20][CH:19]=[C:18]([N:22]5[C:31](=[O:32])[C:30]6[C:25](=[CH:26][CH:27]=[CH:28][CH:29]=6)[N:24]=[CH:23]5)[C:17]=4[CH3:33])[C:9]=3[N:8]=2)[CH:4]=[N:3]1. The catalyst class is: 16. (5) Reactant: [H-].[Na+].[CH2:3]([C:5]1[C:6](=[O:17])[NH:7][C:8]2[C:13]([C:14]=1[OH:15])=[CH:12][C:11]([F:16])=[CH:10][CH:9]=2)[CH3:4].Br[CH2:19][CH:20]1[CH2:23][CH2:22][CH2:21]1. Product: [CH:20]1([CH2:19][O:15][C:14]2[C:13]3[C:8](=[CH:9][CH:10]=[C:11]([F:16])[CH:12]=3)[NH:7][C:6](=[O:17])[C:5]=2[CH2:3][CH3:4])[CH2:23][CH2:22][CH2:21]1. The catalyst class is: 9.